Predict the reactants needed to synthesize the given product. From a dataset of Full USPTO retrosynthesis dataset with 1.9M reactions from patents (1976-2016). (1) Given the product [CH3:32][C:33]1[CH:34]=[C:35]([C:39]2[CH:44]=[CH:43][C:42]([CH2:45][N:46]3[CH2:47][CH2:48][N:49]([C:2]([O:20][CH:15]([C:16]([F:19])([F:18])[F:17])[C:14]([F:22])([F:21])[F:13])=[O:4])[CH2:50][CH2:51]3)=[C:41]([O:52][C:53]3[CH:58]=[CH:57][CH:56]=[CH:55][CH:54]=3)[CH:40]=2)[CH:36]=[CH:37][CH:38]=1, predict the reactants needed to synthesize it. The reactants are: Cl[C:2](Cl)([O:4]C(=O)OC(Cl)(Cl)Cl)Cl.[F:13][C:14]([F:22])([F:21])[CH:15]([OH:20])[C:16]([F:19])([F:18])[F:17].C(N(CC)C(C)C)(C)C.[CH3:32][C:33]1[CH:34]=[C:35]([C:39]2[CH:44]=[CH:43][C:42]([CH2:45][N:46]3[CH2:51][CH2:50][NH:49][CH2:48][CH2:47]3)=[C:41]([O:52][C:53]3[CH:58]=[CH:57][CH:56]=[CH:55][CH:54]=3)[CH:40]=2)[CH:36]=[CH:37][CH:38]=1. (2) Given the product [F:25][C:22]([F:23])([F:24])[CH2:21][S:18]([CH:5]1[C:3](=[O:2])[C:9]2[C:8](=[C:17]3[C:12](=[CH:11][CH:10]=2)[CH:13]=[CH:14][CH:15]=[N:16]3)[N:7]=[CH:6]1)(=[O:19])=[O:20], predict the reactants needed to synthesize it. The reactants are: C[O:2][C:3]([C:5]([S:18]([CH2:21][C:22]([F:25])([F:24])[F:23])(=[O:20])=[O:19])=[CH:6][NH:7][C:8]1[CH:9]=[CH:10][CH:11]=[C:12]2[C:17]=1[N:16]=[CH:15][CH:14]=[CH:13]2)=O.C1(OC2C=CC=CC=2)C=CC=CC=1. (3) Given the product [Br:38][CH2:39][CH2:40][CH2:41][N:10]1[C:11]2[CH:16]=[CH:15][CH:14]=[CH:13][C:12]=2[N:8]([C:3]2[CH:4]=[CH:5][CH:6]=[CH:7][C:2]=2[CH3:1])[S:9]1(=[O:18])=[O:17], predict the reactants needed to synthesize it. The reactants are: [CH3:1][C:2]1[CH:7]=[CH:6][CH:5]=[CH:4][C:3]=1[N:8]1[C:12]2[CH:13]=[CH:14][CH:15]=[CH:16][C:11]=2[NH:10][S:9]1(=[O:18])=[O:17].C1(P(C2C=CC=CC=2)C2C=CC=CC=2)C=CC=CC=1.[Br:38][CH2:39][CH2:40][CH2:41]O.CC(OC(/N=N/C(OC(C)C)=O)=O)C. (4) Given the product [Cl:1][C:2]1[CH:3]=[C:4]([CH:16]=[CH:17][C:18]=1[F:19])[O:5][C:6]1[C:7]([F:15])=[CH:8][C:9]([CH2:13][O:14][C:21]2[CH:32]=[C:25]3[N:26]([CH3:31])[C@@H:27]([CH3:30])[CH2:28][CH2:29][N:24]3[C:23](=[O:33])[N:22]=2)=[CH:10][C:11]=1[F:12], predict the reactants needed to synthesize it. The reactants are: [Cl:1][C:2]1[CH:3]=[C:4]([CH:16]=[CH:17][C:18]=1[F:19])[O:5][C:6]1[C:11]([F:12])=[CH:10][C:9]([CH2:13][OH:14])=[CH:8][C:7]=1[F:15].Cl[C:21]1[CH:32]=[C:25]2[N:26]([CH3:31])[C@@H:27]([CH3:30])[CH2:28][CH2:29][N:24]2[C:23](=[O:33])[N:22]=1.